This data is from Full USPTO retrosynthesis dataset with 1.9M reactions from patents (1976-2016). The task is: Predict the reactants needed to synthesize the given product. (1) Given the product [C:25]([C:29]1[CH:34]=[CH:33][C:32]([S:35]([N:7]([S:35]([C:32]2[CH:33]=[CH:34][C:29]([C:25]([CH3:28])([CH3:27])[CH3:26])=[CH:30][CH:31]=2)(=[O:36])=[O:39])[C:6]2[N:2]([CH3:1])[N:3]=[C:4]([O:15][CH2:16][CH2:17][O:18][C:19]3[CH:24]=[CH:23][CH:22]=[CH:21][CH:20]=3)[C:5]=2[C:8]2[CH:9]=[CH:10][C:11]([CH3:14])=[CH:12][CH:13]=2)(=[O:37])=[O:36])=[CH:31][CH:30]=1)([CH3:28])([CH3:27])[CH3:26], predict the reactants needed to synthesize it. The reactants are: [CH3:1][N:2]1[C:6]([NH2:7])=[C:5]([C:8]2[CH:13]=[CH:12][C:11]([CH3:14])=[CH:10][CH:9]=2)[C:4]([O:15][CH2:16][CH2:17][O:18][C:19]2[CH:24]=[CH:23][CH:22]=[CH:21][CH:20]=2)=[N:3]1.[C:25]([C:29]1[CH:34]=[CH:33][C:32]([S:35](Cl)(=[O:37])=[O:36])=[CH:31][CH:30]=1)([CH3:28])([CH3:27])[CH3:26].[OH-:39].[K+]. (2) Given the product [F:1][C:2]1[CH:3]=[C:4]([C:14]2[CH2:18][CH:17]([CH2:19][O:20][C:21]3[CH:25]=[CH:24][O:23][N:22]=3)[O:16][N:15]=2)[CH:5]=[CH:6][C:7]=1[N:8]1[CH2:13][CH2:12][N:11]([C:31](=[O:32])[CH2:30][O:29][C:26](=[O:28])[CH3:27])[CH2:10][CH2:9]1, predict the reactants needed to synthesize it. The reactants are: [F:1][C:2]1[CH:3]=[C:4]([C:14]2[CH2:18][CH:17]([CH2:19][O:20][C:21]3[CH:25]=[CH:24][O:23][N:22]=3)[O:16][N:15]=2)[CH:5]=[CH:6][C:7]=1[N:8]1[CH2:13][CH2:12][NH:11][CH2:10][CH2:9]1.[C:26]([O:29][CH2:30][C:31](Cl)=[O:32])(=[O:28])[CH3:27]. (3) Given the product [O:5]=[C:4]1[O:6][CH2:7][C@H:8]2[C@@H:3]1[C@@H:9]2[C:10]1[CH:15]=[CH:14][C:13]([NH:16][C:17](=[O:18])[O:19][CH2:20][C:21]2[CH:26]=[CH:25][CH:24]=[CH:23][CH:22]=2)=[CH:12][CH:11]=1, predict the reactants needed to synthesize it. The reactants are: [N+](=[CH:3][C:4]([O:6][CH2:7]/[CH:8]=[CH:9]/[C:10]1[CH:15]=[CH:14][C:13]([NH:16][C:17]([O:19][CH2:20][C:21]2[CH:26]=[CH:25][CH:24]=[CH:23][CH:22]=2)=[O:18])=[CH:12][CH:11]=1)=[O:5])=[N-]. (4) Given the product [CH3:13][O:12][C:11]1[CH:10]=[CH:9][C:5]([CH2:6][CH2:21][OH:22])=[C:4]([N+:16]([O-:18])=[O:17])[CH:3]=1, predict the reactants needed to synthesize it. The reactants are: CO[C:3]1[C:4]([N+:16]([O-:18])=[O:17])=[C:5]([CH:9]=[C:10](OC)[C:11]=1[O:12][CH3:13])[C:6](O)=O.C1C[O:22][CH2:21]C1. (5) The reactants are: [C:1]([O:9][C@H:10]1[C@@H:15]([O:16][C:17](=[O:24])[C:18]2[CH:23]=[CH:22][CH:21]=[CH:20][CH:19]=2)[C@H:14]([O:25][C:26](=[O:33])[C:27]2[CH:32]=[CH:31][CH:30]=[CH:29][CH:28]=2)[C@@H:13]([CH2:34][O:35][C:36](=[O:43])[C:37]2[CH:42]=[CH:41][CH:40]=[CH:39][CH:38]=2)[O:12][C@@H:11]1[O:44][C@H:45]1[C@H:50]([O:51][C:52](=[O:59])[C:53]2[CH:58]=[CH:57][CH:56]=[CH:55][CH:54]=2)[C@@H:49]([CH2:60][O:61][C:62](=[O:69])[C:63]2[CH:68]=[CH:67][CH:66]=[CH:65][CH:64]=2)[O:48][C@H:47]([O:70][C@H:71]2[C@H:84]([O:85][C:86](=[O:93])[C:87]3[CH:92]=[CH:91][CH:90]=[CH:89][CH:88]=3)[C@@H:83]([CH2:94][O:95][C:96](=[O:103])[C:97]3[CH:102]=[CH:101][CH:100]=[CH:99][CH:98]=3)[O:82][C@H:73]([O:74]CC3C=CC=CC=3)[C@H:72]2[O:104][C:105](=[O:112])[C:106]2[CH:111]=[CH:110][CH:109]=[CH:108][CH:107]=2)[C@H:46]1[O:113][C:114](=[O:121])[C:115]1[CH:120]=[CH:119][CH:118]=[CH:117][CH:116]=1)(=[O:8])[C:2]1[CH:7]=[CH:6][CH:5]=[CH:4][CH:3]=1. Given the product [C:1]([O:9][C@H:10]1[C@@H:15]([O:16][C:17](=[O:24])[C:18]2[CH:19]=[CH:20][CH:21]=[CH:22][CH:23]=2)[C@H:14]([O:25][C:26](=[O:33])[C:27]2[CH:32]=[CH:31][CH:30]=[CH:29][CH:28]=2)[C@@H:13]([CH2:34][O:35][C:36](=[O:43])[C:37]2[CH:38]=[CH:39][CH:40]=[CH:41][CH:42]=2)[O:12][C@@H:11]1[O:44][C@H:45]1[C@H:50]([O:51][C:52](=[O:59])[C:53]2[CH:58]=[CH:57][CH:56]=[CH:55][CH:54]=2)[C@@H:49]([CH2:60][O:61][C:62](=[O:69])[C:63]2[CH:68]=[CH:67][CH:66]=[CH:65][CH:64]=2)[O:48][C@H:47]([O:70][C@H:71]2[C@H:84]([O:85][C:86](=[O:93])[C:87]3[CH:88]=[CH:89][CH:90]=[CH:91][CH:92]=3)[C@@H:83]([CH2:94][O:95][C:96](=[O:103])[C:97]3[CH:102]=[CH:101][CH:100]=[CH:99][CH:98]=3)[O:82][CH:73]([OH:74])[C@H:72]2[O:104][C:105](=[O:112])[C:106]2[CH:107]=[CH:108][CH:109]=[CH:110][CH:111]=2)[C@H:46]1[O:113][C:114](=[O:121])[C:115]1[CH:120]=[CH:119][CH:118]=[CH:117][CH:116]=1)(=[O:8])[C:2]1[CH:3]=[CH:4][CH:5]=[CH:6][CH:7]=1, predict the reactants needed to synthesize it. (6) The reactants are: [NH2:1][C:2]1[CH:7]=[C:6]([Br:8])[C:5]([O:9][CH3:10])=[CH:4][C:3]=1[CH2:11]O.[C:13](C1C=CC=CC=1)(=O)[C:14]1C=CC=CC=1.CC([O-])(C)C.[K+].C(O)C. Given the product [Br:8][C:6]1[CH:7]=[C:2]2[C:3]([CH:11]=[CH:13][CH:14]=[N:1]2)=[CH:4][C:5]=1[O:9][CH3:10], predict the reactants needed to synthesize it. (7) Given the product [Br:31][C:26]1[CH:25]=[C:24]2[C:29]([C:30]3[C:18]([C:14]4[C:13]([CH3:36])=[C:12]([NH:11][C:9](=[O:10])[O:8][CH2:1][C:2]5[CH:3]=[CH:4][CH:5]=[CH:6][CH:7]=5)[CH:17]=[CH:16][CH:15]=4)=[C:19]([CH3:35])[N:20]=[C:21]([C:32](=[O:33])[NH2:46])[C:22]=3[NH:23]2)=[CH:28][CH:27]=1, predict the reactants needed to synthesize it. The reactants are: [CH2:1]([O:8][C:9]([NH:11][C:12]1[C:13]([CH3:36])=[C:14]([C:18]2[C:30]3[C:29]4[C:24](=[CH:25][C:26]([Br:31])=[CH:27][CH:28]=4)[NH:23][C:22]=3[C:21]([C:32](O)=[O:33])=[N:20][C:19]=2[CH3:35])[CH:15]=[CH:16][CH:17]=1)=[O:10])[C:2]1[CH:7]=[CH:6][CH:5]=[CH:4][CH:3]=1.[Cl-].[NH4+].F[P-](F)(F)(F)(F)F.[N:46]1(O[P+](N(C)C)(N(C)C)N(C)C)C2C=CC=CC=2N=N1.CN1CCOCC1.C(N(C(C)C)CC)(C)C.